Regression. Given two drug SMILES strings and cell line genomic features, predict the synergy score measuring deviation from expected non-interaction effect. From a dataset of NCI-60 drug combinations with 297,098 pairs across 59 cell lines. (1) Drug 1: C1=CN(C(=O)N=C1N)C2C(C(C(O2)CO)O)O.Cl. Drug 2: CN1C(=O)N2C=NC(=C2N=N1)C(=O)N. Cell line: SK-MEL-5. Synergy scores: CSS=13.4, Synergy_ZIP=-3.08, Synergy_Bliss=1.12, Synergy_Loewe=-32.4, Synergy_HSA=-2.99. (2) Drug 1: CCC1(CC2CC(C3=C(CCN(C2)C1)C4=CC=CC=C4N3)(C5=C(C=C6C(=C5)C78CCN9C7C(C=CC9)(C(C(C8N6C=O)(C(=O)OC)O)OC(=O)C)CC)OC)C(=O)OC)O.OS(=O)(=O)O. Drug 2: CN(CCCl)CCCl.Cl. Cell line: A549. Synergy scores: CSS=40.6, Synergy_ZIP=-4.74, Synergy_Bliss=-5.40, Synergy_Loewe=-7.15, Synergy_HSA=-5.01.